From a dataset of Full USPTO retrosynthesis dataset with 1.9M reactions from patents (1976-2016). Predict the reactants needed to synthesize the given product. (1) The reactants are: CS([C:5]1[N:6]=[C:7]([O:34][CH3:35])[C:8]2[N:13]=[C:12]([NH:14][C:15]([N:17]3[CH2:22][CH2:21][C:20]([OH:33])([C:23]4[CH:28]=[CH:27][CH:26]=[C:25]([C:29]([F:32])([F:31])[F:30])[CH:24]=4)[CH2:19][CH2:18]3)=[O:16])[S:11][C:9]=2[N:10]=1)(=O)=O.[OH-:36].[K+]. Given the product [OH:36][C:5]1[N:6]=[C:7]([O:34][CH3:35])[C:8]2[N:13]=[C:12]([NH:14][C:15]([N:17]3[CH2:22][CH2:21][C:20]([OH:33])([C:23]4[CH:28]=[CH:27][CH:26]=[C:25]([C:29]([F:32])([F:31])[F:30])[CH:24]=4)[CH2:19][CH2:18]3)=[O:16])[S:11][C:9]=2[N:10]=1, predict the reactants needed to synthesize it. (2) Given the product [C:1]([O:5][C:6]([N:8]1[CH2:13][CH2:12][CH:11]([C:14]2[N:15]([CH2:27][CH2:28][OH:29])[CH:16]=[C:17]([C:19]3[CH:24]=[CH:23][C:22]([F:25])=[C:21]([Cl:26])[CH:20]=3)[N:18]=2)[CH2:10][CH2:9]1)=[O:7])([CH3:4])([CH3:3])[CH3:2], predict the reactants needed to synthesize it. The reactants are: [C:1]([O:5][C:6]([N:8]1[CH2:13][CH2:12][CH:11]([C:14]2[N:15]([CH2:27][CH2:28][O:29]C3CCCCO3)[CH:16]=[C:17]([C:19]3[CH:24]=[CH:23][C:22]([F:25])=[C:21]([Cl:26])[CH:20]=3)[N:18]=2)[CH2:10][CH2:9]1)=[O:7])([CH3:4])([CH3:3])[CH3:2].Cl. (3) Given the product [CH3:16][C:17]1[C:21]([C:22]2[CH:23]=[C:24]([C:41]([C:42]3[CH:47]=[CH:46][C:45]([F:48])=[CH:44][N:43]=3)([OH:49])[C:2]3[C:7]([F:8])=[CH:6][C:5]([F:9])=[CH:4][C:3]=3[F:10])[C:25]3[NH:29][C:28](=[O:30])[NH:27][C:26]=3[CH:40]=2)=[C:20]([CH3:50])[O:19][N:18]=1, predict the reactants needed to synthesize it. The reactants are: Br[C:2]1[C:7]([F:8])=[CH:6][C:5]([F:9])=[CH:4][C:3]=1[F:10].C([Li])CCC.[CH3:16][C:17]1[C:21]([C:22]2[CH:23]=[C:24]([C:41](=[O:49])[C:42]3[CH:47]=[CH:46][C:45]([F:48])=[CH:44][N:43]=3)[C:25]3[N:29]=[C:28]([O:30]CC)[N:27](C(OC(C)(C)C)=O)[C:26]=3[CH:40]=2)=[C:20]([CH3:50])[O:19][N:18]=1.Cl.